This data is from Reaction yield outcomes from USPTO patents with 853,638 reactions. The task is: Predict the reaction yield, written as a fraction of the theoretical maximum amount of product (1.0 means a 100% yield; for example, 0.34 means a 34% yield). The reactants are [Br-].[PH4+].[N:3]1[CH:8]=[CH:7][CH:6]=[CH:5][C:4]=1[C:9]([C:11]1[CH:16]=[CH:15][CH:14]=[CH:13][N:12]=1)=O.O.C[CH2:19][O:20][C:21]([CH3:23])=[O:22]. The catalyst is C1COCC1. The product is [CH3:19][O:20][C:21](=[O:22])[CH2:23][CH2:9][CH2:4][CH2:5][CH:6]=[C:9]([C:11]1[CH:16]=[CH:15][CH:14]=[CH:13][N:12]=1)[C:4]1[CH:5]=[CH:6][CH:7]=[CH:8][N:3]=1. The yield is 0.440.